From a dataset of Full USPTO retrosynthesis dataset with 1.9M reactions from patents (1976-2016). Predict the reactants needed to synthesize the given product. Given the product [NH2:1][C:2]1[C:11]([C:12]2[S:13][C:14]3[CH:20]=[CH:19][C:18]([NH:21][C:23]([NH:22][C:25]4[CH:30]=[CH:29][CH:28]=[CH:27][CH:26]=4)=[O:24])=[CH:17][C:15]=3[CH:16]=2)=[CH:10][C:5]([C:6]([O:8][CH3:9])=[O:7])=[CH:4][N:3]=1, predict the reactants needed to synthesize it. The reactants are: [NH2:1][C:2]1[C:11]([C:12]2[S:13][C:14]3[CH:20]=[CH:19][C:18]([NH2:21])=[CH:17][C:15]=3[CH:16]=2)=[CH:10][C:5]([C:6]([O:8][CH3:9])=[O:7])=[CH:4][N:3]=1.[N:22]([C:25]1[CH:30]=[CH:29][CH:28]=[CH:27][CH:26]=1)=[C:23]=[O:24].